This data is from Peptide-MHC class I binding affinity with 185,985 pairs from IEDB/IMGT. The task is: Regression. Given a peptide amino acid sequence and an MHC pseudo amino acid sequence, predict their binding affinity value. This is MHC class I binding data. The peptide sequence is MLGEETIKV. The MHC is HLA-A03:01 with pseudo-sequence HLA-A03:01. The binding affinity (normalized) is 0.0847.